This data is from Peptide-MHC class II binding affinity with 134,281 pairs from IEDB. The task is: Regression. Given a peptide amino acid sequence and an MHC pseudo amino acid sequence, predict their binding affinity value. This is MHC class II binding data. (1) The peptide sequence is PDNVKPIYIVTPTNA. The binding affinity (normalized) is 0.175. The MHC is HLA-DPA10201-DPB10101 with pseudo-sequence HLA-DPA10201-DPB10101. (2) The peptide sequence is EKKYFAATQFEPLMA. The binding affinity (normalized) is 0.383. The MHC is HLA-DQA10301-DQB10302 with pseudo-sequence HLA-DQA10301-DQB10302.